From a dataset of Forward reaction prediction with 1.9M reactions from USPTO patents (1976-2016). Predict the product of the given reaction. (1) Given the reactants [F:1][C:2]1[CH:7]=[CH:6][CH:5]=[CH:4][C:3]=1[N:8]1[CH2:13][CH2:12][N:11]([CH2:14][CH2:15][NH2:16])[CH2:10][CH2:9]1.[Cl:17][C:18]1[CH:23]=[CH:22][C:21]([C:24]2[N:28]([C:29]([CH3:32])([CH3:31])[CH3:30])[N:27]=[C:26]([CH:33]=O)[CH:25]=2)=[CH:20][CH:19]=1, predict the reaction product. The product is: [C:29]([N:28]1[C:24]([C:21]2[CH:20]=[CH:19][C:18]([Cl:17])=[CH:23][CH:22]=2)=[CH:25][C:26]([CH2:33][NH:16][CH2:15][CH2:14][N:11]2[CH2:10][CH2:9][N:8]([C:3]3[CH:4]=[CH:5][CH:6]=[CH:7][C:2]=3[F:1])[CH2:13][CH2:12]2)=[N:27]1)([CH3:32])([CH3:31])[CH3:30]. (2) Given the reactants [CH2:1]([O:8][C:9]1[C:14]([CH2:15][N:16]2[CH2:25][CH2:24][C:23]3[C:18](=[C:19]([Cl:40])[C:20]([Sn](CCCC)(CCCC)CCCC)=[CH:21][C:22]=3[Cl:26])[C:17]2=[O:41])=[C:13]([CH3:42])[CH:12]=[C:11]([CH3:43])[N:10]=1)[C:2]1[CH:7]=[CH:6][CH:5]=[CH:4][CH:3]=1.Br[C:45](=[C:47]1[CH2:50][N:49]([C:51]([O:53][C:54]([CH3:57])([CH3:56])[CH3:55])=[O:52])[CH2:48]1)[CH3:46], predict the reaction product. The product is: [CH2:1]([O:8][C:9]1[C:14]([CH2:15][N:16]2[CH2:25][CH2:24][C:23]3[C:18](=[C:19]([Cl:40])[C:20]([C:45](=[C:47]4[CH2:50][N:49]([C:51]([O:53][C:54]([CH3:55])([CH3:57])[CH3:56])=[O:52])[CH2:48]4)[CH3:46])=[CH:21][C:22]=3[Cl:26])[C:17]2=[O:41])=[C:13]([CH3:42])[CH:12]=[C:11]([CH3:43])[N:10]=1)[C:2]1[CH:3]=[CH:4][CH:5]=[CH:6][CH:7]=1. (3) Given the reactants [C:1]([C:5]1[CH:10]=[C:9]([CH:11]([CH3:13])[CH3:12])[CH:8]=[CH:7][C:6]=1[N:14]1[CH2:19][CH2:18][N:17]([C:20](=[O:26])[C:21]([O:23]CC)=[O:22])[CH2:16][CH2:15]1)([CH3:4])([CH3:3])[CH3:2].[OH-].[Li+].Cl, predict the reaction product. The product is: [C:1]([C:5]1[CH:10]=[C:9]([CH:11]([CH3:13])[CH3:12])[CH:8]=[CH:7][C:6]=1[N:14]1[CH2:19][CH2:18][N:17]([C:20](=[O:26])[C:21]([OH:23])=[O:22])[CH2:16][CH2:15]1)([CH3:3])([CH3:4])[CH3:2]. (4) Given the reactants [OH:1][C:2]12[C:13]3[C:8](=[CH:9][CH:10]=[CH:11][CH:12]=3)[C:7](=[O:14])[C:6]1([OH:15])[C:5]1[CH:16]=[CH:17][C:18]([CH:20]([CH3:22])[CH3:21])=[CH:19][C:4]=1[O:3]2.[CH3:23][C:24]([CH3:29])([CH3:28])[C:25](Cl)=[O:26].CN(C)C, predict the reaction product. The product is: [CH3:23][C:24]([CH3:29])([CH3:28])[C:25]([O:1][C:2]12[C:13]3[C:8](=[CH:9][CH:10]=[CH:11][CH:12]=3)[C:7](=[O:14])[C:6]1([O:15][C:25](=[O:26])[C:24]([CH3:29])([CH3:28])[CH3:23])[C:5]1[CH:16]=[CH:17][C:18]([CH:20]([CH3:22])[CH3:21])=[CH:19][C:4]=1[O:3]2)=[O:26]. (5) Given the reactants [NH2:1][C:2]1[S:3][CH:4]=[C:5]([CH2:7][C:8]([O:10][CH2:11][CH3:12])=[O:9])[N:6]=1.[Br:13][C:14]1[CH:19]=[CH:18][C:17]([S:20](Cl)(=[O:22])=[O:21])=[C:16]([F:24])[CH:15]=1, predict the reaction product. The product is: [Br:13][C:14]1[CH:19]=[CH:18][C:17]([S:20]([NH:1][C:2]2[S:3][CH:4]=[C:5]([CH2:7][C:8]([O:10][CH2:11][CH3:12])=[O:9])[N:6]=2)(=[O:21])=[O:22])=[C:16]([F:24])[CH:15]=1. (6) Given the reactants [C:1]([CH2:3][O:4][C:5]1[CH:10]=[CH:9][CH:8]=[CH:7][C:6]=1[C:11](=O)[CH2:12][N:13]1[C:22](=[O:23])[C:21]2[N:20]([CH2:24][C:25]#[C:26][CH3:27])[C:19]([N:28]3[CH2:33][CH2:32][CH2:31][CH:30]([NH:34][C:35]([O:37][C:38]([CH3:41])([CH3:40])[CH3:39])=[O:36])[CH2:29]3)=[N:18][C:17]=2[N:16]([CH3:42])[C:14]1=[O:15])#[N:2].C(=O)([O-])[O-].[Cs+].[Cs+].O, predict the reaction product. The product is: [C:1]([C:3]1[O:4][C:5]2[CH:10]=[CH:9][CH:8]=[CH:7][C:6]=2[C:11]=1[CH2:12][N:13]1[C:22](=[O:23])[C:21]2[N:20]([CH2:24][C:25]#[C:26][CH3:27])[C:19]([N:28]3[CH2:33][CH2:32][CH2:31][CH:30]([NH:34][C:35]([O:37][C:38]([CH3:41])([CH3:40])[CH3:39])=[O:36])[CH2:29]3)=[N:18][C:17]=2[N:16]([CH3:42])[C:14]1=[O:15])#[N:2]. (7) Given the reactants [Cl:1][C:2]1[C:3]([C:9](=[N:24][O:25][C:26]([CH3:29])([CH3:28])[CH3:27])[CH2:10][NH:11][C:12](=[O:23])[C:13]2[CH:18]=[CH:17][CH:16]=[CH:15][C:14]=2[C:19]([F:22])([F:21])[F:20])=[N:4][CH:5]=[C:6]([Cl:8])[CH:7]=1, predict the reaction product. The product is: [Cl:1][C:2]1[C:3](/[C:9](=[N:24]\[O:25][C:26]([CH3:29])([CH3:28])[CH3:27])/[CH2:10][NH:11][C:12](=[O:23])[C:13]2[CH:18]=[CH:17][CH:16]=[CH:15][C:14]=2[C:19]([F:22])([F:20])[F:21])=[N:4][CH:5]=[C:6]([Cl:8])[CH:7]=1. (8) Given the reactants [Cl:1][C:2]1[N:7]=[C:6]([F:8])[C:5]2[O:9][C:10]3[C:15]([C@@:16]4([CH2:21][CH2:20][O:19]/[C:18](=[N:22]\C(=O)C5C=CC=CC=5)/[NH:17]4)[C:4]=2[CH:3]=1)=[CH:14][C:13]([NH:31][C:32]1[C:37]([CH3:38])=[CH:36][CH:35]=[CH:34][N:33]=1)=[CH:12][CH:11]=3.N.CO, predict the reaction product. The product is: [Cl:1][C:2]1[N:7]=[C:6]([F:8])[C:5]2[O:9][C:10]3[C:15]([C@@:16]4([CH2:21][CH2:20][O:19][C:18]([NH2:22])=[N:17]4)[C:4]=2[CH:3]=1)=[CH:14][C:13]([NH:31][C:32]1[C:37]([CH3:38])=[CH:36][CH:35]=[CH:34][N:33]=1)=[CH:12][CH:11]=3.